This data is from Reaction yield outcomes from USPTO patents with 853,638 reactions. The task is: Predict the reaction yield, written as a fraction of the theoretical maximum amount of product (1.0 means a 100% yield; for example, 0.34 means a 34% yield). (1) The product is [O:25]=[C:19]1[CH:18]([N:12]2[CH2:11][C:10]3[C:14](=[CH:15][CH:16]=[C:8]([CH2:7][NH:6][C:35]([NH:34][C:31]4[CH:32]=[CH:33][C:28]([O:27][CH3:26])=[CH:29][CH:30]=4)=[O:36])[CH:9]=3)[C:13]2=[O:17])[CH2:23][CH2:22][C:21](=[O:24])[NH:20]1. The yield is 0.840. The reactants are CS(O)(=O)=O.[NH2:6][CH2:7][C:8]1[CH:9]=[C:10]2[C:14](=[CH:15][CH:16]=1)[C:13](=[O:17])[N:12]([CH:18]1[CH2:23][CH2:22][C:21](=[O:24])[NH:20][C:19]1=[O:25])[CH2:11]2.[CH3:26][O:27][C:28]1[CH:33]=[CH:32][C:31]([N:34]=[C:35]=[O:36])=[CH:30][CH:29]=1.Cl. The catalyst is C(#N)C. (2) The reactants are Cl.[NH2:2][CH2:3][C@@H:4]([C:9]1[CH:14]=[CH:13][C:12]([Cl:15])=[CH:11][CH:10]=1)[CH2:5][C:6]([OH:8])=[O:7].[OH-].[Na+]. The catalyst is O. The product is [NH2:2][CH2:3][C@@H:4]([C:9]1[CH:10]=[CH:11][C:12]([Cl:15])=[CH:13][CH:14]=1)[CH2:5][C:6]([OH:8])=[O:7]. The yield is 0.910. (3) The reactants are [NH2:1][C:2]1[N:7]=[CH:6][N:5]=[C:4]2[N:8]([CH2:25][C@@H:26]3[CH2:30][CH2:29][CH2:28][N:27]3[C:31](=[O:35])[CH2:32][C:33]#[N:34])[N:9]=[C:10]([C:11]3[CH:16]=[CH:15][C:14]([O:17][C:18]4[CH:23]=[CH:22][CH:21]=[CH:20][CH:19]=4)=[CH:13][C:12]=3[F:24])[C:3]=12.N1CCCCC1.[CH3:42][C:43]([N:47]1[CH2:52][CH2:51][O:50][CH2:49][CH2:48]1)([CH3:46])[CH:44]=O. The catalyst is C(O)C. The product is [NH2:1][C:2]1[N:7]=[CH:6][N:5]=[C:4]2[N:8]([CH2:25][C@@H:26]3[CH2:30][CH2:29][CH2:28][N:27]3[C:31]([C:32](=[CH:42][C:43]([CH3:46])([N:47]3[CH2:52][CH2:51][O:50][CH2:49][CH2:48]3)[CH3:44])[C:33]#[N:34])=[O:35])[N:9]=[C:10]([C:11]3[CH:16]=[CH:15][C:14]([O:17][C:18]4[CH:19]=[CH:20][CH:21]=[CH:22][CH:23]=4)=[CH:13][C:12]=3[F:24])[C:3]=12. The yield is 0.210. (4) The reactants are [Cl:1][C:2]1[CH:3]=[C:4]([CH:8]=[CH:9][CH:10]=1)[C:5]([OH:7])=O.[CH:11]1[CH:12]=[CH:13][C:14]2[N:19](O)N=N[C:15]=2[CH:16]=1.CCN=C=NCCCN(C)C.C(N(C(C)C)CC)(C)C.N1CCCCCC1. The catalyst is C1COCC1. The product is [N:19]1([C:5]([C:4]2[CH:8]=[CH:9][CH:10]=[C:2]([Cl:1])[CH:3]=2)=[O:7])[CH2:15][CH2:16][CH2:11][CH2:12][CH2:13][CH2:14]1. The yield is 0.590. (5) The reactants are [CH2:1]([O:8][CH2:9][CH2:10][CH2:11][O:12][C:13]1[C:14]([B:22]2[O:26][C:25]([CH3:28])(C)C(C)(C)[O:23]2)=[C:15]([CH:18]=[CH:19][C:20]=1[F:21])C=O)[C:2]1[CH:7]=[CH:6][CH:5]=[CH:4][CH:3]=1.[N+:31](C)([O-:33])=[O:32].[OH-].[Na+].C1COCC1. The catalyst is O. The product is [CH2:1]([O:8][CH2:9][CH2:10][CH2:11][O:12][C:13]1[C:14]2[B:22]([OH:23])[O:26][CH:25]([CH2:28][N+:31]([O-:33])=[O:32])[C:15]=2[CH:18]=[CH:19][C:20]=1[F:21])[C:2]1[CH:3]=[CH:4][CH:5]=[CH:6][CH:7]=1. The yield is 0.940. (6) The reactants are [CH2:1]([C@H:3]1[C@@H:7]([C:8]2[N:12]3[C:13]4[CH:19]=[CH:18][NH:17][C:14]=4[N:15]=[CH:16][C:11]3=[N:10][N:9]=2)[CH2:6][C@@H:5]([NH:20][S:21]([CH:24]2[CH2:26][CH2:25]2)(=[O:23])=[O:22])[CH2:4]1)[CH3:2].[OH-].[K+].[I:29]I.[Cl-].[NH4+]. The catalyst is CN(C=O)C. The product is [CH2:1]([C@H:3]1[C@@H:7]([C:8]2[N:12]3[C:13]4[C:19]([I:29])=[CH:18][NH:17][C:14]=4[N:15]=[CH:16][C:11]3=[N:10][N:9]=2)[CH2:6][C@@H:5]([NH:20][S:21]([CH:24]2[CH2:26][CH2:25]2)(=[O:23])=[O:22])[CH2:4]1)[CH3:2]. The yield is 0.930. (7) The product is [I-:20].[NH2:24][C:23]1[CH:22]=[C:21]([P+:7]([C:8]2[CH:9]=[CH:10][CH:11]=[CH:12][CH:13]=2)([C:14]2[CH:19]=[CH:18][CH:17]=[CH:16][CH:15]=2)[C:1]2[CH:2]=[CH:3][CH:4]=[CH:5][CH:6]=2)[CH:27]=[CH:26][CH:25]=1. The catalyst is CC([O-])=O.CC([O-])=O.[Pd+2].C1(C)C(C)=CC=CC=1. The reactants are [C:1]1([P:7]([C:14]2[CH:19]=[CH:18][CH:17]=[CH:16][CH:15]=2)[C:8]2[CH:13]=[CH:12][CH:11]=[CH:10][CH:9]=2)[CH:6]=[CH:5][CH:4]=[CH:3][CH:2]=1.[I:20][C:21]1[CH:22]=[C:23]([CH:25]=[CH:26][CH:27]=1)[NH2:24]. The yield is 0.960. (8) The product is [Cl:1][C:2]1[N:7]2[N:8]=[C:9]([C:11]3[CH:16]=[CH:15][N:14]=[CH:13][CH:12]=3)[C:10]([C:17](=[O:19])[CH3:18])=[C:6]2[CH:5]=[CH:4][CH:3]=1. The reactants are [Cl:1][C:2]1[N:7]2[N:8]=[C:9]([C:11]3[CH:16]=[CH:15][N:14]=[CH:13][CH:12]=3)[CH:10]=[C:6]2[CH:5]=[CH:4][CH:3]=1.[C:17](OC(=O)C)(=[O:19])[CH3:18].B(F)(F)F. The yield is 0.650. The catalyst is C(#N)C. (9) The reactants are Cl.[CH3:2][C:3]1[CH:4]=[C:5]2[C:10](=[CH:11][CH:12]=1)[O:9][CH2:8][CH:7]=[C:6]2[CH2:13][NH2:14]. The catalyst is CO.CC(O)=O.[Pd]. The product is [CH3:2][C:3]1[CH:4]=[C:5]2[C:10](=[CH:11][CH:12]=1)[O:9][CH2:8][CH2:7][CH:6]2[CH2:13][NH2:14]. The yield is 0.680.